From a dataset of Peptide-MHC class I binding affinity with 185,985 pairs from IEDB/IMGT. Regression. Given a peptide amino acid sequence and an MHC pseudo amino acid sequence, predict their binding affinity value. This is MHC class I binding data. (1) The MHC is HLA-A01:01 with pseudo-sequence HLA-A01:01. The peptide sequence is KRFLNGAKY. The binding affinity (normalized) is 0.0847. (2) The binding affinity (normalized) is 0.0847. The MHC is HLA-B40:01 with pseudo-sequence HLA-B40:01. The peptide sequence is KMTPWSAYW. (3) The peptide sequence is GPAGYTAAL. The MHC is HLA-B38:01 with pseudo-sequence HLA-B38:01. The binding affinity (normalized) is 0.0847.